Dataset: Forward reaction prediction with 1.9M reactions from USPTO patents (1976-2016). Task: Predict the product of the given reaction. (1) Given the reactants [CH3:1][O:2][C:3](=[O:25])/[CH:4]=[CH:5]/[C:6]1[CH:11]=[CH:10][C:9]([CH2:12][NH:13][CH2:14][CH2:15][C:16]2[C:24]3[C:19](=[CH:20][CH:21]=[CH:22][CH:23]=3)[NH:18][CH:17]=2)=[CH:8][CH:7]=1.[CH3:26][C:27]([CH3:29])=O, predict the reaction product. The product is: [CH3:1][O:2][C:3](=[O:25])/[CH:4]=[CH:5]/[C:6]1[CH:11]=[CH:10][C:9]([CH2:12][N:13]2[CH2:14][CH2:15][C:16]3[C:24]4[C:19](=[CH:20][CH:21]=[CH:22][CH:23]=4)[NH:18][C:17]=3[C:27]2([CH3:29])[CH3:26])=[CH:8][CH:7]=1. (2) Given the reactants [NH2:1][C:2]1[N:10]=[C:9]([CH2:11][O:12][CH3:13])[CH:8]=[CH:7][C:3]=1[C:4]([OH:6])=O.[F:14][C:15]([F:33])([F:32])[O:16][C:17]1[CH:22]=[CH:21][C:20]([O:23][C:24]2[CH:25]=[C:26]([CH:29]=[CH:30][CH:31]=2)[CH2:27][NH2:28])=[CH:19][CH:18]=1.C(N(CC)CC)C.CN([P+](ON1N=NC2C=CC=CC1=2)(N(C)C)N(C)C)C.F[P-](F)(F)(F)(F)F, predict the reaction product. The product is: [F:14][C:15]([F:32])([F:33])[O:16][C:17]1[CH:18]=[CH:19][C:20]([O:23][C:24]2[CH:25]=[C:26]([CH2:27][NH:28][C:4](=[O:6])[C:3]3[CH:7]=[CH:8][C:9]([CH2:11][O:12][CH3:13])=[N:10][C:2]=3[NH2:1])[CH:29]=[CH:30][CH:31]=2)=[CH:21][CH:22]=1. (3) Given the reactants [C:1]([C:3]1[C:19]2=[CH:20][C:6]([C@@H:7]([NH:26]C(=O)OC(C)(C)C)[CH2:8][CH2:9][CH2:10][C@@H:11]([CH3:25])[C:12](=[O:24])[NH:13][C:14]3[CH:15]=[N:16][N:17]([CH:21]([F:23])[F:22])[C:18]=32)=[CH:5][CH:4]=1)#[N:2].Cl, predict the reaction product. The product is: [NH2:26][C@@H:7]1[C:6]2[CH:20]=[C:19]([C:3]([C:1]#[N:2])=[CH:4][CH:5]=2)[C:18]2[N:17]([CH:21]([F:23])[F:22])[N:16]=[CH:15][C:14]=2[NH:13][C:12](=[O:24])[C@H:11]([CH3:25])[CH2:10][CH2:9][CH2:8]1. (4) Given the reactants [I:1][C:2]1[CH:3]=[CH:4][C:5]([C:8]2(C(O)=O)[CH2:11][CH2:10][CH2:9]2)=[N:6][CH:7]=1.[C:15]([OH:19])([CH3:18])([CH3:17])[CH3:16].CC[N:22]([CH2:25]C)CC.C1C=CC(P(N=[N+]=[N-])(C2C=CC=CC=2)=[O:34])=CC=1, predict the reaction product. The product is: [C:15]([O:19][C:25](=[O:34])[NH:22][C:8]1([C:5]2[CH:4]=[CH:3][C:2]([I:1])=[CH:7][N:6]=2)[CH2:9][CH2:10][CH2:11]1)([CH3:18])([CH3:17])[CH3:16]. (5) Given the reactants [CH3:1][O:2][C:3]([C:5]1([CH2:10][CH2:11][CH2:12][CH2:13]Br)[CH2:9][CH2:8][CH2:7][CH2:6]1)=[O:4].[C-]#N.[Li+].[CH3:18][N:19](C=O)C, predict the reaction product. The product is: [CH3:1][O:2][C:3]([C:5]1([CH2:10][CH2:11][CH2:12][CH2:13][C:18]#[N:19])[CH2:9][CH2:8][CH2:7][CH2:6]1)=[O:4]. (6) Given the reactants O1[C:5]2([CH2:10][CH2:9][CH2:8][CH2:7][CH:6]2[NH:11][C:12]([NH:14][C:15]2[C:19]([CH3:20])=[CH:18][S:17][CH:16]=2)=[NH:13])OCC1.[Cl:21]N1C(=O)CCC1=O, predict the reaction product. The product is: [ClH:21].[Cl:21][C:16]1[S:17][CH:18]=[C:19]([CH3:20])[C:15]=1[N:14]1[C:5]2[CH2:10][CH2:9][CH2:8][CH2:7][C:6]=2[N:11]=[C:12]1[NH2:13]. (7) Given the reactants [CH:1]1([OH:7])[CH2:6][CH2:5][CH2:4][CH2:3][CH2:2]1.Cl.[CH3:9][S:10]([C:13]1[CH:18]=[CH:17][C:16]([N:19]2[C:23]3=[N:24][CH:25]=[N:26][C:27]([O:28][CH:29]4[CH2:34][CH2:33][NH:32][CH2:31][CH2:30]4)=[C:22]3[CH:21]=[N:20]2)=[CH:15][CH:14]=1)(=[O:12])=[O:11].C(N(CC)CC)C.CN([CH:45]=[O:46])C, predict the reaction product. The product is: [CH:1]1([O:7][C:45]([N:32]2[CH2:33][CH2:34][CH:29]([O:28][C:27]3[N:26]=[CH:25][N:24]=[C:23]4[N:19]([C:16]5[CH:17]=[CH:18][C:13]([S:10]([CH3:9])(=[O:11])=[O:12])=[CH:14][CH:15]=5)[N:20]=[CH:21][C:22]=34)[CH2:30][CH2:31]2)=[O:46])[CH2:6][CH2:5][CH2:4][CH2:3][CH2:2]1. (8) Given the reactants Cl[C:2]1[N:3]=[N:4][C:5]([O:8][CH3:9])=[CH:6][CH:7]=1.[CH3:10][C:11]([CH3:16])([CH3:15])[C:12]([NH2:14])=[O:13].C1C=CC(P(C2C(C3C(P(C4C=CC=CC=4)C4C=CC=CC=4)=CC=C4C=3C=CC=C4)=C3C(C=CC=C3)=CC=2)C2C=CC=CC=2)=CC=1.C([O-])([O-])=O.[Cs+].[Cs+], predict the reaction product. The product is: [CH3:9][O:8][C:5]1[N:4]=[N:3][C:2]([NH:14][C:12](=[O:13])[C:11]([CH3:16])([CH3:15])[CH3:10])=[CH:7][CH:6]=1. (9) Given the reactants [F:1][C:2]([F:13])([F:12])[O:3][C:4]1[CH:11]=[CH:10][CH:9]=[CH:8][C:5]=1[CH2:6]Br.[OH:14][C:15]1[CH:19]=[C:18]([N:20]2[C:24]3[CH:25]=[N:26][CH:27]=[CH:28][C:23]=3[N:22]=[CH:21]2)[S:17][C:16]=1[C:29]([O:31][CH3:32])=[O:30].C(=O)([O-])[O-].[K+].[K+], predict the reaction product. The product is: [N:22]1[C:23]2[CH:28]=[CH:27][N:26]=[CH:25][C:24]=2[N:20]([C:18]2[S:17][C:16]([C:29]([O:31][CH3:32])=[O:30])=[C:15]([O:14][CH2:6][C:5]3[CH:8]=[CH:9][CH:10]=[CH:11][C:4]=3[O:3][C:2]([F:13])([F:12])[F:1])[CH:19]=2)[CH:21]=1. (10) The product is: [F:7][C:8]1([F:14])[CH2:13][CH2:12][N:4]([S:1]([NH2:5])(=[O:3])=[O:2])[CH2:10][CH2:9]1. Given the reactants [S:1]([NH2:5])([NH2:4])(=[O:3])=[O:2].Cl.[F:7][C:8]1([F:14])[CH2:13][CH2:12]N[CH2:10][CH2:9]1.C(N(CC)C(C)C)(C)C, predict the reaction product.